This data is from Forward reaction prediction with 1.9M reactions from USPTO patents (1976-2016). The task is: Predict the product of the given reaction. (1) Given the reactants [I-].[Na+].C(=O)([O-])[O-].[Cs+].[Cs+].[NH:9]1[CH2:13][CH2:12][CH2:11][C@H:10]1[C:14]([OH:16])=[O:15].Br[C:18]1[CH:19]=[C:20]([CH:39]=[CH:40][CH:41]=1)[CH2:21][O:22][C:23]1[CH:28]=[CH:27][C:26]([C:29]2[CH:34]=[C:33]([F:35])[C:32]([F:36])=[CH:31][C:30]=2[O:37][CH3:38])=[CH:25][CH:24]=1, predict the reaction product. The product is: [F:36][C:32]1[C:33]([F:35])=[CH:34][C:29]([C:26]2[CH:25]=[CH:24][C:23]([O:22][CH2:21][C:20]3[CH:19]=[C:18]([N:9]4[CH2:13][CH2:12][CH2:11][C@H:10]4[C:14]([OH:16])=[O:15])[CH:41]=[CH:40][CH:39]=3)=[CH:28][CH:27]=2)=[C:30]([O:37][CH3:38])[CH:31]=1. (2) Given the reactants [CH3:1][C:2]1[NH:3][C:4]([CH3:11])=[CH:5][C:6](=[O:10])[C:7]=1[C:8]#[N:9].N.[ClH:13], predict the reaction product. The product is: [ClH:13].[NH2:9][CH2:8][C:7]1[C:6](=[O:10])[CH:5]=[C:4]([CH3:11])[NH:3][C:2]=1[CH3:1]. (3) Given the reactants COC(C1C=C(O)C2C(=C(OC)C=C(Br)C=2)N=1)=O.C[O:20][C:21]([C:23]1[CH:32]=[C:31]([OH:33])[C:30]2[C:25](=[C:26]([O:35]C)[CH:27]=[C:28]([I:34])[CH:29]=2)[N:24]=1)=[O:22], predict the reaction product. The product is: [OH:33][C:31]1[C:30]2[C:25](=[C:26]([OH:35])[CH:27]=[C:28]([I:34])[CH:29]=2)[N:24]=[C:23]([C:21]([OH:22])=[O:20])[CH:32]=1. (4) Given the reactants Cl[C:2]1[CH:3]=[C:4]([NH:9][C:10]2[N:15]=[C:14]([NH:16][CH2:17][CH2:18][NH:19][C:20](=[O:22])[CH3:21])[C:13]([N+:23]([O-:25])=[O:24])=[CH:12][N:11]=2)[CH:5]=[CH:6][C:7]=1[Cl:8].C(OC(=O)C)(=O)C.C(N(CC)CC)C, predict the reaction product. The product is: [Cl:8][C:7]1[CH:6]=[CH:5][C:4]([NH:9][C:10]2[N:15]=[C:14]([NH:16][CH2:17][CH2:18][NH:19][C:20](=[O:22])[CH3:21])[C:13]([N+:23]([O-:25])=[O:24])=[CH:12][N:11]=2)=[CH:3][CH:2]=1. (5) The product is: [CH2:29]([N:10]1[CH:11]=[C:12]([CH2:13][N:14]2[CH2:18][CH:17]3[CH2:19][N:20]([C:22]([O:24][C:25]([CH3:28])([CH3:27])[CH3:26])=[O:23])[CH2:21][CH:16]3[CH2:15]2)[C:8]([C:4]2[CH:5]=[CH:6][CH:7]=[C:2]([N:31]3[CH2:36][CH2:35][CH2:34][CH2:33][CH2:32]3)[CH:3]=2)=[N:9]1)[CH3:30]. Given the reactants Br[C:2]1[CH:3]=[C:4]([C:8]2[C:12]([CH2:13][N:14]3[CH2:18][CH:17]4[CH2:19][N:20]([C:22]([O:24][C:25]([CH3:28])([CH3:27])[CH3:26])=[O:23])[CH2:21][CH:16]4[CH2:15]3)=[CH:11][N:10]([CH2:29][CH3:30])[N:9]=2)[CH:5]=[CH:6][CH:7]=1.[NH:31]1[CH2:36][CH2:35][CH2:34][CH2:33][CH2:32]1.C1(P(C2CCCCC2)C2C=CC=CC=2C2C(OC(C)C)=CC=CC=2OC(C)C)CCCCC1.CC(C)([O-])C.[Na+], predict the reaction product.